From a dataset of Reaction yield outcomes from USPTO patents with 853,638 reactions. Predict the reaction yield, written as a fraction of the theoretical maximum amount of product (1.0 means a 100% yield; for example, 0.34 means a 34% yield). The reactants are Cl[C:2]1[N:7]=[N:6][C:5]([C:8]([C:10]2[CH:15]=[CH:14][N:13]=[CH:12][CH:11]=2)=[O:9])=[C:4]([CH3:16])[C:3]=1[CH3:17].[CH3:18][C@@H:19]1[CH2:24][NH:23][CH2:22][CH2:21][NH:20]1. No catalyst specified. The product is [CH3:16][C:4]1[C:3]([CH3:17])=[C:2]([N:23]2[CH2:22][CH2:21][NH:20][C@H:19]([CH3:18])[CH2:24]2)[N:7]=[N:6][C:5]=1[C:8]([C:10]1[CH:15]=[CH:14][N:13]=[CH:12][CH:11]=1)=[O:9]. The yield is 0.830.